From a dataset of Full USPTO retrosynthesis dataset with 1.9M reactions from patents (1976-2016). Predict the reactants needed to synthesize the given product. (1) Given the product [Cl:17][C:18]1[CH:23]=[C:22]([Cl:24])[CH:21]=[CH:20][C:19]=1/[CH:25]=[CH:26]/[C:27]([NH:16][C:13]1[CH:14]=[CH:15][N:11]([CH2:10][C:8]2[O:9][C:5]([C:2]([F:1])([F:4])[CH3:3])=[CH:6][CH:7]=2)[N:12]=1)=[O:28], predict the reactants needed to synthesize it. The reactants are: [F:1][C:2]([C:5]1[O:9][C:8]([CH2:10][N:11]2[CH:15]=[CH:14][C:13]([NH2:16])=[N:12]2)=[CH:7][CH:6]=1)([F:4])[CH3:3].[Cl:17][C:18]1[CH:23]=[C:22]([Cl:24])[CH:21]=[CH:20][C:19]=1/[CH:25]=[CH:26]/[C:27](O)=[O:28]. (2) Given the product [NH:20]1[C:28]2[C:23](=[CH:24][C:25]([C:2]3[N:3]=[C:4]([N:14]4[CH2:19][CH2:18][O:17][CH2:16][CH2:15]4)[C:5]4[O:11][CH2:10][C:9]([CH3:13])([CH3:12])[O:8][C:6]=4[N:7]=3)=[CH:26][CH:27]=2)[CH:22]=[CH:21]1, predict the reactants needed to synthesize it. The reactants are: Cl[C:2]1[N:3]=[C:4]([N:14]2[CH2:19][CH2:18][O:17][CH2:16][CH2:15]2)[C:5]2[O:11][CH2:10][C:9]([CH3:13])([CH3:12])[O:8][C:6]=2[N:7]=1.[NH:20]1[C:28]2[C:23](=[CH:24][C:25](B(O)O)=[CH:26][CH:27]=2)[CH:22]=[CH:21]1.C(=O)([O-])[O-].[Na+].[Na+]. (3) Given the product [C:1]([O:5][C:6]([N:8]1[CH2:13][CH2:12][CH:11]([O:48][C:34]2[C:33]3[C:37](=[CH:38][CH:39]=[CH:40][C:32]=3[F:31])[N:36]([C:41]3[CH:46]=[CH:45][CH:44]=[CH:43][C:42]=3[F:47])[N:35]=2)[CH2:10][CH2:9]1)=[O:7])([CH3:4])([CH3:2])[CH3:3], predict the reactants needed to synthesize it. The reactants are: [C:1]([O:5][C:6]([N:8]1[CH2:13][CH2:12][CH:11](OC2C3C(=CC=CC=3)N(C3C=CC(Cl)=CC=3)N=2)[CH2:10][CH2:9]1)=[O:7])([CH3:4])([CH3:3])[CH3:2].[F:31][C:32]1[CH:40]=[CH:39][CH:38]=[C:37]2[C:33]=1[C:34]([OH:48])=[N:35][N:36]2[C:41]1[CH:46]=[CH:45][CH:44]=[CH:43][C:42]=1[F:47].CCN(P1(N(CC2C=CC=CC=2)CCCN1C)=NC(C)(C)C)CC.C=CC1C=CC=CC=1.C=CC1C=CC(C=C)=CC=1.C(OC(N1CCC(OS(C)(=O)=O)CC1)=O)(C)(C)C. (4) Given the product [CH3:7][N:6]1[C:2]([O:1][CH2:16][C:17]2[C:18]([C:23]3[N:27]([CH2:28][C:29]([F:32])([F:30])[F:31])[N:26]=[CH:25][CH:24]=3)=[N:19][CH:20]=[CH:21][CH:22]=2)=[C:3]([CH:12]=[O:13])[C:4]([C:8]([F:11])([F:10])[F:9])=[N:5]1, predict the reactants needed to synthesize it. The reactants are: [OH:1][C:2]1[N:6]([CH3:7])[N:5]=[C:4]([C:8]([F:11])([F:10])[F:9])[C:3]=1[CH:12]=[O:13].Cl.Cl[CH2:16][C:17]1[C:18]([C:23]2[N:27]([CH2:28][C:29]([F:32])([F:31])[F:30])[N:26]=[CH:25][CH:24]=2)=[N:19][CH:20]=[CH:21][CH:22]=1.C(=O)([O-])[O-].[K+].[K+].O. (5) Given the product [Br:1][C:2]1[CH:3]=[CH:4][C:5]([CH:8]([OH:10])[CH3:9])=[N:6][CH:7]=1, predict the reactants needed to synthesize it. The reactants are: [Br:1][C:2]1[CH:3]=[CH:4][C:5]([C:8](=[O:10])[CH3:9])=[N:6][CH:7]=1.[BH4-].[Na+]. (6) Given the product [OH:1][C:2]1[C:7]2[C:8](=[O:22])[N:9]([C:16]3[CH:17]=[CH:18][CH:19]=[CH:20][CH:21]=3)[C:10]3[CH:11]=[CH:12][CH:13]=[CH:14][C:15]=3[C:6]=2[O:5][C:4](=[O:23])[C:3]=1[S:24][C:25]1[CH:26]=[CH:27][C:28]([O:31][CH2:33][CH2:34][O:35][CH3:36])=[CH:29][CH:30]=1, predict the reactants needed to synthesize it. The reactants are: [OH:1][C:2]1[C:7]2[C:8](=[O:22])[N:9]([C:16]3[CH:21]=[CH:20][CH:19]=[CH:18][CH:17]=3)[C:10]3[CH:11]=[CH:12][CH:13]=[CH:14][C:15]=3[C:6]=2[O:5][C:4](=[O:23])[C:3]=1[S:24][C:25]1[CH:30]=[CH:29][C:28]([OH:31])=[CH:27][CH:26]=1.Br[CH2:33][CH2:34][O:35][CH3:36].C(=O)([O-])[O-].[K+].[K+].C(OCC)(=O)C. (7) Given the product [O:76]1[CH2:38][CH:33]=[C:32]([C:19]2[CH:18]=[C:17]([CH:22]=[CH:21][C:20]=2[O:66][CH:45]2[CH2:44][CH2:43][CH2:42][CH2:41][O:40]2)[C:16]([O:15][CH3:11])=[O:68])[CH2:36][CH2:35]1, predict the reactants needed to synthesize it. The reactants are: C1([C@H](C2C=CC=[C:11]([O:15][CH2:16][C:17]3[CH:22]=[CH:21][C:20](C4C=C(OC)C=CC=4F)=[C:19]([C@@H:32]4[CH2:36][CH2:35]C[C:33]4([CH3:38])C)[CH:18]=3)C=2)CC(O)=O)CC1.C[O:40][C:41]1[CH:42]=[CH:43][CH:44]=[C:45]([O:66]C)C=1C1C=CC=CC=1P(C1CCCCC1)C1CCCCC1.[O-:68]P([O-])([O-])=O.[K+].[K+].[K+].[OH2:76].